From a dataset of NCI-60 drug combinations with 297,098 pairs across 59 cell lines. Regression. Given two drug SMILES strings and cell line genomic features, predict the synergy score measuring deviation from expected non-interaction effect. (1) Drug 1: CC12CCC3C(C1CCC2=O)CC(=C)C4=CC(=O)C=CC34C. Drug 2: CCCCCOC(=O)NC1=NC(=O)N(C=C1F)C2C(C(C(O2)C)O)O. Cell line: EKVX. Synergy scores: CSS=17.0, Synergy_ZIP=3.25, Synergy_Bliss=1.64, Synergy_Loewe=-23.0, Synergy_HSA=-0.430. (2) Drug 1: CC1CCC2CC(C(=CC=CC=CC(CC(C(=O)C(C(C(=CC(C(=O)CC(OC(=O)C3CCCCN3C(=O)C(=O)C1(O2)O)C(C)CC4CCC(C(C4)OC)OCCO)C)C)O)OC)C)C)C)OC. Drug 2: CC1=C(N=C(N=C1N)C(CC(=O)N)NCC(C(=O)N)N)C(=O)NC(C(C2=CN=CN2)OC3C(C(C(C(O3)CO)O)O)OC4C(C(C(C(O4)CO)O)OC(=O)N)O)C(=O)NC(C)C(C(C)C(=O)NC(C(C)O)C(=O)NCCC5=NC(=CS5)C6=NC(=CS6)C(=O)NCCC[S+](C)C)O. Cell line: NCIH23. Synergy scores: CSS=62.2, Synergy_ZIP=-3.38, Synergy_Bliss=0.916, Synergy_Loewe=5.88, Synergy_HSA=7.65.